From a dataset of Catalyst prediction with 721,799 reactions and 888 catalyst types from USPTO. Predict which catalyst facilitates the given reaction. Reactant: C(O)(C(F)(F)F)=O.[CH3:8][C:9]1[CH:14]=[CH:13][N:12]=[CH:11][C:10]=1[N:15]1[CH2:19][CH2:18][N:17]([C:20]2[CH:21]=[C:22]3[C:26](=[CH:27][CH:28]=2)[N:25](COCC[Si](C)(C)C)[N:24]=[CH:23]3)[C:16]1=[O:37].CO. Product: [NH:25]1[C:26]2[C:22](=[CH:21][C:20]([N:17]3[CH2:18][CH2:19][N:15]([C:10]4[CH:11]=[N:12][CH:13]=[CH:14][C:9]=4[CH3:8])[C:16]3=[O:37])=[CH:28][CH:27]=2)[CH:23]=[N:24]1. The catalyst class is: 366.